This data is from Forward reaction prediction with 1.9M reactions from USPTO patents (1976-2016). The task is: Predict the product of the given reaction. (1) Given the reactants [OH:1][CH:2]([CH2:8][C:9]1[C:14]([N+:15]([O-])=O)=[CH:13][CH:12]=[C:11]([O:18][CH3:19])[N:10]=1)[C:3](OCC)=[O:4].[H][H], predict the reaction product. The product is: [OH:1][CH:2]1[CH2:8][C:9]2[C:14](=[CH:13][CH:12]=[C:11]([O:18][CH3:19])[N:10]=2)[NH:15][C:3]1=[O:4]. (2) Given the reactants C[O:2][C:3](=[O:16])[C:4]1[CH:9]=[CH:8][CH:7]=[C:6]([CH2:10][N:11]2[CH2:15][CH2:14][CH2:13][CH2:12]2)[CH:5]=1.[ClH:17], predict the reaction product. The product is: [ClH:17].[N:11]1([CH2:10][C:6]2[CH:5]=[C:4]([CH:9]=[CH:8][CH:7]=2)[C:3]([OH:16])=[O:2])[CH2:15][CH2:14][CH2:13][CH2:12]1. (3) Given the reactants [Br:1][C:2]1[NH:6][C:5]2[CH:7]=[C:8]([C:10]([O:12][CH3:13])=[O:11])[S:9][C:4]=2[C:3]=1[CH:14]1[CH2:19][CH2:18][CH2:17][CH2:16][CH2:15]1.[H-].[Na+].Br[CH2:23][C:24]([O:26][C:27]([CH3:30])([CH3:29])[CH3:28])=[O:25], predict the reaction product. The product is: [Br:1][C:2]1[N:6]([CH2:23][C:24]([O:26][C:27]([CH3:30])([CH3:29])[CH3:28])=[O:25])[C:5]2[CH:7]=[C:8]([C:10]([O:12][CH3:13])=[O:11])[S:9][C:4]=2[C:3]=1[CH:14]1[CH2:19][CH2:18][CH2:17][CH2:16][CH2:15]1. (4) Given the reactants [CH3:1][O:2][C:3]1[C:4]([NH:15][C:16](=[O:20])OCC)=[N:5][C:6]2[C:11]([N:12]=1)=[CH:10][C:9]([O:13][CH3:14])=[CH:8][CH:7]=2.[F:21][C:22]1[CH:27]=[CH:26][C:25]([N:28]2[CH2:33][CH2:32][NH:31][CH2:30][CH2:29]2)=[CH:24][CH:23]=1, predict the reaction product. The product is: [CH3:1][O:2][C:3]1[C:4]([NH:15][C:16]([N:31]2[CH2:30][CH2:29][N:28]([C:25]3[CH:24]=[CH:23][C:22]([F:21])=[CH:27][CH:26]=3)[CH2:33][CH2:32]2)=[O:20])=[N:5][C:6]2[C:11]([N:12]=1)=[CH:10][C:9]([O:13][CH3:14])=[CH:8][CH:7]=2. (5) Given the reactants [N:1]([O-])=O.[Na+].[Br:5][C:6]1[CH:12]=[C:11]([CH3:13])[C:9]([NH2:10])=[C:8]([CH3:14])[CH:7]=1.[Sn](Cl)[Cl:16], predict the reaction product. The product is: [ClH:16].[Br:5][C:6]1[CH:12]=[C:11]([CH3:13])[C:9]([NH:10][NH2:1])=[C:8]([CH3:14])[CH:7]=1. (6) Given the reactants [C:1]([CH:3]([CH2:9][C:10]1[CH:15]=[CH:14][CH:13]=[C:12]([Cl:16])[C:11]=1[Cl:17])[C:4]([O:6]CC)=[O:5])#[N:2].C(=O)([O-])[O-].[Na+].[Na+], predict the reaction product. The product is: [C:1]([CH:3]([CH2:9][C:10]1[CH:15]=[CH:14][CH:13]=[C:12]([Cl:16])[C:11]=1[Cl:17])[C:4]([OH:6])=[O:5])#[N:2]. (7) Given the reactants C(OC([NH:8][C@@H:9]([C:11]1[C:12]([F:43])=[C:13]([C:17]2[CH:22]=[C:21]([S:23]([CH3:26])(=[O:25])=[O:24])[CH:20]=[C:19]([CH2:27][O:28][C:29]3[CH:34]=[CH:33][CH:32]=[CH:31][C:30]=3[CH2:35][C:36]([O:38]C(C)(C)C)=[O:37])[CH:18]=2)[CH:14]=[CH:15][CH:16]=1)[CH3:10])=O)(C)(C)C.Cl, predict the reaction product. The product is: [NH2:8][C@@H:9]([C:11]1[C:12]([F:43])=[C:13]([C:17]2[CH:22]=[C:21]([S:23]([CH3:26])(=[O:25])=[O:24])[CH:20]=[C:19]([CH2:27][O:28][C:29]3[CH:34]=[CH:33][CH:32]=[CH:31][C:30]=3[CH2:35][C:36]([OH:38])=[O:37])[CH:18]=2)[CH:14]=[CH:15][CH:16]=1)[CH3:10]. (8) Given the reactants C(OC(=O)[NH:7][C@@H:8]([C:12]1[CH:17]=[CH:16][C:15]([O:18][C:19]([F:22])([F:21])[F:20])=[C:14]([F:23])[CH:13]=1)[CH2:9][O:10][CH3:11])(C)(C)C.[ClH:25].C(OCC)(=O)C, predict the reaction product. The product is: [ClH:25].[F:23][C:14]1[CH:13]=[C:12]([C@H:8]([NH2:7])[CH2:9][O:10][CH3:11])[CH:17]=[CH:16][C:15]=1[O:18][C:19]([F:22])([F:21])[F:20]. (9) Given the reactants [C:1]([O:4][CH3:5])(=[O:3])[CH3:2].C[O-].[Na+].[F:9][C:10]1[CH:17]=[CH:16][CH:15]=[CH:14][C:11]=1[CH:12]=O.[C:18]([CH2:20][C:21]([O:23][CH3:24])=[O:22])#[N:19].Cl, predict the reaction product. The product is: [C:18]([CH:20]([CH:12]([C:11]1[CH:14]=[CH:15][CH:16]=[CH:17][C:10]=1[F:9])[CH2:2][C:1]([O:4][CH3:5])=[O:3])[C:21]([O:23][CH3:24])=[O:22])#[N:19].